From a dataset of Forward reaction prediction with 1.9M reactions from USPTO patents (1976-2016). Predict the product of the given reaction. (1) Given the reactants [Br:1][C:2]1[CH:21]=[CH:20][CH:19]=[CH:18][C:3]=1[C:4]([N:6]1[CH2:11][CH2:10][N:9]([C:12](=[O:17])[CH2:13][C:14]([OH:16])=O)[CH2:8][CH2:7]1)=[O:5].CCN=C=NCCCN(C)C.C1C=CC2N(O)N=NC=2C=1.[N:43]1[CH:48]=[CH:47][CH:46]=[C:45]([C:49]2[CH:54]=[CH:53][C:52]([NH2:55])=[CH:51][CH:50]=2)[CH:44]=1, predict the reaction product. The product is: [Br:1][C:2]1[CH:21]=[CH:20][CH:19]=[CH:18][C:3]=1[C:4]([N:6]1[CH2:7][CH2:8][N:9]([C:12](=[O:17])[CH2:13][C:14]([NH:55][C:52]2[CH:51]=[CH:50][C:49]([C:45]3[CH:44]=[N:43][CH:48]=[CH:47][CH:46]=3)=[CH:54][CH:53]=2)=[O:16])[CH2:10][CH2:11]1)=[O:5]. (2) Given the reactants C(O[C:4](=[O:31])[C:5]1[CH:10]=[CH:9][CH:8]=[C:7]([C:11]2[CH:16]=[CH:15][N:14]3[C:17]([C:20]4[CH:25]=[CH:24][CH:23]=[C:22]([N:26]5[CH:30]=[CH:29][CH:28]=[N:27]5)[CH:21]=4)=[CH:18][N:19]=[C:13]3[CH:12]=2)[CH:6]=1)C.[CH2:32]([CH2:34][NH2:35])[OH:33].C([O-])([O-])=O.[K+].[K+], predict the reaction product. The product is: [OH:33][CH2:32][CH2:34][NH:35][C:4](=[O:31])[C:5]1[CH:10]=[CH:9][CH:8]=[C:7]([C:11]2[CH:16]=[CH:15][N:14]3[C:17]([C:20]4[CH:25]=[CH:24][CH:23]=[C:22]([N:26]5[CH:30]=[CH:29][CH:28]=[N:27]5)[CH:21]=4)=[CH:18][N:19]=[C:13]3[CH:12]=2)[CH:6]=1.